Dataset: NCI-60 drug combinations with 297,098 pairs across 59 cell lines. Task: Regression. Given two drug SMILES strings and cell line genomic features, predict the synergy score measuring deviation from expected non-interaction effect. (1) Drug 1: C1=NC2=C(N=C(N=C2N1C3C(C(C(O3)CO)O)O)F)N. Drug 2: CC(C)NC(=O)C1=CC=C(C=C1)CNNC.Cl. Cell line: HCC-2998. Synergy scores: CSS=16.5, Synergy_ZIP=1.74, Synergy_Bliss=3.16, Synergy_Loewe=-14.4, Synergy_HSA=1.57. (2) Drug 1: CC12CCC(CC1=CCC3C2CCC4(C3CC=C4C5=CN=CC=C5)C)O. Drug 2: COCCOC1=C(C=C2C(=C1)C(=NC=N2)NC3=CC=CC(=C3)C#C)OCCOC.Cl. Cell line: SNB-19. Synergy scores: CSS=6.88, Synergy_ZIP=1.56, Synergy_Bliss=2.21, Synergy_Loewe=3.10, Synergy_HSA=3.14. (3) Drug 1: C1=CC(=CC=C1CC(C(=O)O)N)N(CCCl)CCCl.Cl. Drug 2: CNC(=O)C1=NC=CC(=C1)OC2=CC=C(C=C2)NC(=O)NC3=CC(=C(C=C3)Cl)C(F)(F)F. Cell line: PC-3. Synergy scores: CSS=27.8, Synergy_ZIP=-1.66, Synergy_Bliss=2.17, Synergy_Loewe=-7.62, Synergy_HSA=2.34. (4) Drug 1: C1CC(C1)(C(=O)O)C(=O)O.[NH2-].[NH2-].[Pt+2]. Drug 2: CCN(CC)CCCC(C)NC1=C2C=C(C=CC2=NC3=C1C=CC(=C3)Cl)OC. Cell line: OVCAR3. Synergy scores: CSS=10.5, Synergy_ZIP=0.708, Synergy_Bliss=3.64, Synergy_Loewe=-12.3, Synergy_HSA=1.12. (5) Drug 1: CC1CCC2CC(C(=CC=CC=CC(CC(C(=O)C(C(C(=CC(C(=O)CC(OC(=O)C3CCCCN3C(=O)C(=O)C1(O2)O)C(C)CC4CCC(C(C4)OC)O)C)C)O)OC)C)C)C)OC. Drug 2: CC(C)NC(=O)C1=CC=C(C=C1)CNNC.Cl. Cell line: NCI-H226. Synergy scores: CSS=4.87, Synergy_ZIP=-2.21, Synergy_Bliss=0.155, Synergy_Loewe=-8.14, Synergy_HSA=-0.517. (6) Drug 1: CC1CCC2CC(C(=CC=CC=CC(CC(C(=O)C(C(C(=CC(C(=O)CC(OC(=O)C3CCCCN3C(=O)C(=O)C1(O2)O)C(C)CC4CCC(C(C4)OC)O)C)C)O)OC)C)C)C)OC. Drug 2: C1=CC=C(C(=C1)C(C2=CC=C(C=C2)Cl)C(Cl)Cl)Cl. Cell line: RXF 393. Synergy scores: CSS=0.435, Synergy_ZIP=-0.874, Synergy_Bliss=-3.58, Synergy_Loewe=-1.37, Synergy_HSA=-4.40.